From a dataset of Forward reaction prediction with 1.9M reactions from USPTO patents (1976-2016). Predict the product of the given reaction. Given the reactants [Br:1][C:2]1[CH:6]=[N:5][N:4]([CH3:7])[C:3]=1[C:8]1[CH:9]=[C:10]([NH2:17])[CH:11]=[CH:12][C:13]=1[O:14][CH2:15][CH3:16].[F:18][C:19]1[CH:24]=[CH:23][C:22]([N:25]=[C:26]=[O:27])=[CH:21][CH:20]=1, predict the reaction product. The product is: [Br:1][C:2]1[CH:6]=[N:5][N:4]([CH3:7])[C:3]=1[C:8]1[CH:9]=[C:10]([NH:17][C:26]([NH:25][C:22]2[CH:23]=[CH:24][C:19]([F:18])=[CH:20][CH:21]=2)=[O:27])[CH:11]=[CH:12][C:13]=1[O:14][CH2:15][CH3:16].